Dataset: Peptide-MHC class II binding affinity with 134,281 pairs from IEDB. Task: Regression. Given a peptide amino acid sequence and an MHC pseudo amino acid sequence, predict their binding affinity value. This is MHC class II binding data. (1) The MHC is DRB1_0901 with pseudo-sequence DRB1_0901. The binding affinity (normalized) is 0.570. The peptide sequence is NHFFNHHKVMLLGHS. (2) The peptide sequence is FPPNGTHSWEYWGAQ. The MHC is DRB1_0404 with pseudo-sequence DRB1_0404. The binding affinity (normalized) is 0.0729.